Dataset: Catalyst prediction with 721,799 reactions and 888 catalyst types from USPTO. Task: Predict which catalyst facilitates the given reaction. (1) The catalyst class is: 49. Reactant: Br[C:2]1[CH:7]=[CH:6][C:5]([NH:8][C:9]([C:11]2[NH:12][CH:13]=[C:14]([C:16]#[N:17])[N:15]=2)=[O:10])=[C:4]([C:18]2[CH2:23][CH2:22][CH2:21][CH2:20][CH:19]=2)[CH:3]=1.C([Mg]Cl)(C)C.C([Li])(C)(C)C.[CH3:34][C:35]([CH3:37])=[O:36].[NH4+].[Cl-]. Product: [C:18]1([C:4]2[CH:3]=[C:2]([C:35]([OH:36])([CH3:37])[CH3:34])[CH:7]=[CH:6][C:5]=2[NH:8][C:9]([C:11]2[NH:12][CH:13]=[C:14]([C:16]#[N:17])[N:15]=2)=[O:10])[CH2:23][CH2:22][CH2:21][CH2:20][CH:19]=1. (2) Reactant: [NH2:1][C:2]1[CH:19]=[CH:18][C:5]([O:6][CH2:7][CH2:8][CH2:9][CH2:10][CH2:11][CH2:12][CH:13]([CH2:16][OH:17])[CH2:14][OH:15])=[CH:4][CH:3]=1.C(N(CC)CC)C.[CH3:27][C:28]([O:31][C:32](O[C:32]([O:31][C:28]([CH3:30])([CH3:29])[CH3:27])=[O:33])=[O:33])([CH3:30])[CH3:29]. Product: [C:28]([O:31][C:32]([NH:1][C:2]1[CH:3]=[CH:4][C:5]([O:6][CH2:7][CH2:8][CH2:9][CH2:10][CH2:11][CH2:12][CH:13]([CH2:14][OH:15])[CH2:16][OH:17])=[CH:18][CH:19]=1)=[O:33])([CH3:30])([CH3:29])[CH3:27]. The catalyst class is: 3. (3) Reactant: Br[C:2]1[CH:3]=[C:4]([C:8]2[C:16]3[C:11](=[N:12][C:13]([CH3:35])=[CH:14][C:15]=3[N:17](COCC[Si](C)(C)C)[S:18]([C:21]3[CH:26]=[CH:25][CH:24]=[CH:23][CH:22]=3)(=[O:20])=[O:19])[S:10][C:9]=2[C:36]2[CH:37]=[N:38][N:39](COCC[Si](C)(C)C)[CH:40]=2)[CH:5]=[CH:6][CH:7]=1.C1C=CC(P(C2C(C3C(P(C4C=CC=CC=4)C4C=CC=CC=4)=CC=C4C=3C=CC=C4)=C3C(C=CC=C3)=CC=2)C2C=CC=CC=2)=CC=1.CC(C)([O-])C.[Na+].[NH:101]1[CH2:105][CH2:104][CH2:103][CH2:102]1.C(O)(C(F)(F)F)=O. Product: [CH3:35][C:13]1[N:12]=[C:11]2[S:10][C:9]([C:36]3[CH:37]=[N:38][NH:39][CH:40]=3)=[C:8]([C:4]3[CH:5]=[CH:6][CH:7]=[C:2]([N:101]4[CH2:105][CH2:104][CH2:103][CH2:102]4)[CH:3]=3)[C:16]2=[C:15]([NH:17][S:18]([C:21]2[CH:26]=[CH:25][CH:24]=[CH:23][CH:22]=2)(=[O:20])=[O:19])[CH:14]=1. The catalyst class is: 835. (4) Reactant: FC(F)(F)C(O)=O.[Cl:8][C:9]1[CH:14]=[CH:13][CH:12]=[CH:11][C:10]=1[C:15]1[N:16]([CH:33]2[CH2:36][N:35](C(OC(C)(C)C)=O)[CH2:34]2)[C:17]2[C:22]([N:23]=1)=[C:21]([N:24]1[CH2:29][CH2:28][N:27]([CH2:30][CH3:31])[CH2:26][CH2:25]1)[N:20]=[C:19]([CH3:32])[N:18]=2. Product: [NH:35]1[CH2:34][CH:33]([N:16]2[C:15]([C:10]3[CH:11]=[CH:12][CH:13]=[CH:14][C:9]=3[Cl:8])=[N:23][C:22]3[C:17]2=[N:18][C:19]([CH3:32])=[N:20][C:21]=3[N:24]2[CH2:25][CH2:26][N:27]([CH2:30][CH3:31])[CH2:28][CH2:29]2)[CH2:36]1. The catalyst class is: 4. (5) Reactant: O1C2C=CC=CC=2OB1.[Br:10][C:11]1[C:12]([N:27]2[CH2:32][CH2:31][CH:30]([CH3:33])[CH2:29][CH2:28]2)=[C:13]([C:19](=[O:26])[C:20]([O:22][CH:23]([CH3:25])[CH3:24])=[O:21])[C:14]([CH3:18])=[N:15][C:16]=1[CH3:17].CB1N2CCC[C@@H]2C(C2C=CC=CC=2)(C2C=CC=CC=2)O1. The catalyst class is: 11. Product: [Br:10][C:11]1[C:12]([N:27]2[CH2:32][CH2:31][CH:30]([CH3:33])[CH2:29][CH2:28]2)=[C:13]([C@H:19]([OH:26])[C:20]([O:22][CH:23]([CH3:25])[CH3:24])=[O:21])[C:14]([CH3:18])=[N:15][C:16]=1[CH3:17]. (6) Reactant: [CH3:1][C:2]1[CH:7]=[CH:6][C:5]([S:8]([N:11]2[C:21]3[C:22]4[N:13]([CH2:14][C:15](=[O:23])[NH:16][C:17]=4[CH:18]=[CH:19][CH:20]=3)[C:12]2=[O:24])(=[O:10])=[O:9])=[CH:4][CH:3]=1.[C:25](=O)([O-])[O-].[K+].[K+].IC.O. Product: [CH3:1][C:2]1[CH:7]=[CH:6][C:5]([S:8]([N:11]2[C:21]3[C:22]4[N:13]([CH2:14][C:15](=[O:23])[N:16]([CH3:25])[C:17]=4[CH:18]=[CH:19][CH:20]=3)[C:12]2=[O:24])(=[O:10])=[O:9])=[CH:4][CH:3]=1. The catalyst class is: 3. (7) The catalyst class is: 622. Product: [CH3:11][O:12][C:13]1[CH:14]=[C:15]([C:2]2[N:7]=[CH:6][C:5]3[CH:8]=[N:9][NH:10][C:4]=3[CH:3]=2)[CH:16]=[C:17]([O:19][CH3:20])[CH:18]=1. Reactant: Cl[C:2]1[N:7]=[CH:6][C:5]2[CH:8]=[N:9][NH:10][C:4]=2[CH:3]=1.[CH3:11][O:12][C:13]1[CH:14]=[C:15](B(O)O)[CH:16]=[C:17]([O:19][CH3:20])[CH:18]=1.ClCCl.C(=O)([O-])[O-].[Na+].[Na+].